Dataset: Forward reaction prediction with 1.9M reactions from USPTO patents (1976-2016). Task: Predict the product of the given reaction. (1) Given the reactants [CH:1]1([O:6][C:7]2[CH:8]=[C:9]([CH:11]=[CH:12][C:13]=2[CH3:14])[NH2:10])[CH2:5][CH2:4][CH2:3][CH2:2]1.Br[CH2:16][CH2:17][NH:18][C:19](=[O:25])[O:20][C:21]([CH3:24])([CH3:23])[CH3:22].CCN(C(C)C)C(C)C, predict the reaction product. The product is: [CH:1]1([O:6][C:7]2[CH:8]=[C:9]([NH:10][CH2:16][CH2:17][NH:18][C:19](=[O:25])[O:20][C:21]([CH3:24])([CH3:23])[CH3:22])[CH:11]=[CH:12][C:13]=2[CH3:14])[CH2:5][CH2:4][CH2:3][CH2:2]1. (2) Given the reactants C([O:5][CH2:6][CH2:7][O:8][C:9]1[N:14]=[C:13]([O:15][CH3:16])[C:12]([NH:17][C:18]([C:20]2[N:21]=[C:22]([O:25][C:26]3[CH:31]=[C:30]([C:32]([CH3:35])([CH3:34])[CH3:33])[CH:29]=[CH:28][C:27]=3[CH3:36])[S:23][CH:24]=2)=[O:19])=[C:11]([O:37][CH3:38])[N:10]=1)(C)(C)C, predict the reaction product. The product is: [C:32]([C:30]1[CH:29]=[CH:28][C:27]([CH3:36])=[C:26]([CH:31]=1)[O:25][C:22]1[S:23][CH:24]=[C:20]([C:18]([NH:17][C:12]2[C:13]([O:15][CH3:16])=[N:14][C:9]([O:8][CH2:7][CH2:6][OH:5])=[N:10][C:11]=2[O:37][CH3:38])=[O:19])[N:21]=1)([CH3:35])([CH3:34])[CH3:33].